This data is from Full USPTO retrosynthesis dataset with 1.9M reactions from patents (1976-2016). The task is: Predict the reactants needed to synthesize the given product. (1) Given the product [Br:34][C:31]1[CH:30]=[N:29][C:28]([O:1][CH2:2][CH2:3][O:4][C:5]2[N:10]=[CH:9][N:8]=[C:7]([NH:11][S:12]([CH2:15][CH2:16][CH3:17])(=[O:13])=[O:14])[C:6]=2[C:18]2[CH:23]=[CH:22][C:21]([CH3:24])=[CH:20][CH:19]=2)=[N:33][CH:32]=1, predict the reactants needed to synthesize it. The reactants are: [OH:1][CH2:2][CH2:3][O:4][C:5]1[N:10]=[CH:9][N:8]=[C:7]([NH:11][S:12]([CH2:15][CH2:16][CH3:17])(=[O:14])=[O:13])[C:6]=1[C:18]1[CH:23]=[CH:22][C:21]([CH3:24])=[CH:20][CH:19]=1.[H-].[Na+].Cl[C:28]1[N:33]=[CH:32][C:31]([Br:34])=[CH:30][N:29]=1.C(O)(=O)CC(CC(O)=O)(C(O)=O)O. (2) Given the product [CH2:1]([O:8][C:9]1[C:13](/[CH:14]=[CH:23]/[C:22]([O:25][CH2:26][CH3:27])=[O:24])=[CH:12][N:11]([C:16]2[CH:21]=[CH:20][CH:19]=[CH:18][CH:17]=2)[N:10]=1)[C:2]1[CH:7]=[CH:6][CH:5]=[CH:4][CH:3]=1, predict the reactants needed to synthesize it. The reactants are: [CH2:1]([O:8][C:9]1[C:13]([CH:14]=O)=[CH:12][N:11]([C:16]2[CH:21]=[CH:20][CH:19]=[CH:18][CH:17]=2)[N:10]=1)[C:2]1[CH:7]=[CH:6][CH:5]=[CH:4][CH:3]=1.[C:22]([O:25][CH2:26][CH2:27]P(OCC)(OCC)=O)(=[O:24])[CH3:23].CN(C)C=O.[H-].[Na+]. (3) Given the product [C:1]([O:5][C:6](=[O:29])[N:7]([CH2:13][C:14]1[CH:19]=[CH:18][C:17]([C:20]2[CH:25]=[CH:24][CH:23]=[C:22]([C:26](=[O:31])[NH2:27])[CH:21]=2)=[C:16]([F:28])[CH:15]=1)[CH2:8][CH2:9][CH:10]([CH3:12])[CH3:11])([CH3:3])([CH3:4])[CH3:2], predict the reactants needed to synthesize it. The reactants are: [C:1]([O:5][C:6](=[O:29])[N:7]([CH2:13][C:14]1[CH:19]=[CH:18][C:17]([C:20]2[CH:25]=[CH:24][CH:23]=[C:22]([C:26]#[N:27])[CH:21]=2)=[C:16]([F:28])[CH:15]=1)[CH2:8][CH2:9][CH:10]([CH3:12])[CH3:11])([CH3:4])([CH3:3])[CH3:2].C(=O)([O-])[O-:31].[K+].[K+].OO. (4) Given the product [CH3:18][O:17][C:14]1[CH:13]=[CH:12][C:11]([S:19]([NH:22][C:23]2[CH:32]=[CH:31][C:30]3[C:25](=[CH:26][CH:27]=[CH:28][CH:29]=3)[N:24]=2)(=[O:21])=[O:20])=[C:10]2[C:15]=1[CH2:16][C@@H:7]([NH:5][CH3:3])[CH2:8][O:9]2, predict the reactants needed to synthesize it. The reactants are: FC(F)(F)[C:3]([N:5]([C@@H:7]1[CH2:16][C:15]2[C:10](=[C:11]([S:19]([NH:22][C:23]3[CH:32]=[CH:31][C:30]4[C:25](=[CH:26][CH:27]=[CH:28][CH:29]=4)[N:24]=3)(=[O:21])=[O:20])[CH:12]=[CH:13][C:14]=2[O:17][CH3:18])[O:9][CH2:8]1)C)=O.[OH-].[Na+].Cl.C(=O)([O-])O.[Na+]. (5) Given the product [CH3:20][C:2]1([C:6]([O:8][CH3:9])=[O:7])[CH2:3][CH2:4][CH2:5][N:1]1[C:10]([O:12][CH2:13][C:14]1[CH:19]=[CH:18][CH:17]=[CH:16][CH:15]=1)=[O:11], predict the reactants needed to synthesize it. The reactants are: [N:1]1([C:10]([O:12][CH2:13][C:14]2[CH:19]=[CH:18][CH:17]=[CH:16][CH:15]=2)=[O:11])[CH2:5][CH2:4][CH2:3][CH:2]1[C:6]([O:8][CH3:9])=[O:7].[CH3:20][Si](C)(C)[N-][Si](C)(C)C.[Li+].IC.